Dataset: Catalyst prediction with 721,799 reactions and 888 catalyst types from USPTO. Task: Predict which catalyst facilitates the given reaction. (1) Reactant: [CH:1]1[C:10]2[C:5](=[CH:6][CH:7]=[CH:8][CH:9]=2)[CH:4]=[CH:3][C:2]=1[C:11]1[CH:16]=[CH:15][N:14]=[C:13]([NH:17][C:18]2[CH:27]=[C:26]([C:28]([NH:30][N:31]3[CH2:35][CH2:34][CH2:33][CH2:32]3)=[O:29])[CH:25]=[CH:24][C:19]=2[C:20]([O:22]C)=[O:21])[N:12]=1.[OH-].[Na+]. Product: [CH:1]1[C:10]2[C:5](=[CH:6][CH:7]=[CH:8][CH:9]=2)[CH:4]=[CH:3][C:2]=1[C:11]1[CH:16]=[CH:15][N:14]=[C:13]([NH:17][C:18]2[CH:27]=[C:26]([C:28]([NH:30][N:31]3[CH2:32][CH2:33][CH2:34][CH2:35]3)=[O:29])[CH:25]=[CH:24][C:19]=2[C:20]([OH:22])=[O:21])[N:12]=1. The catalyst class is: 5. (2) Reactant: [C:1](=[O:4])([O-])[O-].[K+].[K+].CI.[CH2:9]([C:13]1[CH:26]=[CH:25][C:16]([CH2:17][C:18]2[C:23](O)=[CH:22][CH:21]=[CH:20][N:19]=2)=[CH:15][CH:14]=1)[CH2:10][CH2:11][CH3:12].C(OCC)(=O)C. Product: [CH2:9]([C:13]1[CH:26]=[CH:25][C:16]([CH2:17][C:18]2[C:23]([O:4][CH3:1])=[CH:22][CH:21]=[CH:20][N:19]=2)=[CH:15][CH:14]=1)[CH2:10][CH2:11][CH3:12]. The catalyst class is: 21.